This data is from Peptide-MHC class II binding affinity with 134,281 pairs from IEDB. The task is: Regression. Given a peptide amino acid sequence and an MHC pseudo amino acid sequence, predict their binding affinity value. This is MHC class II binding data. (1) The peptide sequence is TFHVEKGSNPNYLAL. The MHC is HLA-DPA10103-DPB10301 with pseudo-sequence HLA-DPA10103-DPB10301. The binding affinity (normalized) is 0.0377. (2) The peptide sequence is RDGQLTIKAERTEQK. The MHC is DRB1_0401 with pseudo-sequence DRB1_0401. The binding affinity (normalized) is 0.520. (3) The peptide sequence is SGMAEATSLDTMAQM. The MHC is DRB3_0202 with pseudo-sequence DRB3_0202. The binding affinity (normalized) is 0. (4) The binding affinity (normalized) is 0.185. The peptide sequence is TGRLQSLQTYVTQQL. The MHC is DRB1_0301 with pseudo-sequence DRB1_0301. (5) The peptide sequence is DCISIGPGSTGLNIT. The MHC is DRB1_0101 with pseudo-sequence DRB1_0101. The binding affinity (normalized) is 0.456. (6) The peptide sequence is FRILSSISLALVNSM. The MHC is DRB1_1302 with pseudo-sequence DRB1_1302. The binding affinity (normalized) is 0.175. (7) The peptide sequence is MNILLQYVVKSFD. The MHC is DRB1_0301 with pseudo-sequence DRB1_0301. The binding affinity (normalized) is 1.00. (8) The peptide sequence is LRKAFDAFDREKSGS. The MHC is DRB1_0301 with pseudo-sequence DRB1_0301. The binding affinity (normalized) is 0.276.